From a dataset of Peptide-MHC class I binding affinity with 185,985 pairs from IEDB/IMGT. Regression. Given a peptide amino acid sequence and an MHC pseudo amino acid sequence, predict their binding affinity value. This is MHC class I binding data. The peptide sequence is RAPRRQGCW. The MHC is Mamu-B52 with pseudo-sequence Mamu-B52. The binding affinity (normalized) is 0.0514.